Regression. Given two drug SMILES strings and cell line genomic features, predict the synergy score measuring deviation from expected non-interaction effect. From a dataset of NCI-60 drug combinations with 297,098 pairs across 59 cell lines. Drug 1: C1=NC2=C(N1)C(=S)N=C(N2)N. Drug 2: CC1=CC=C(C=C1)C2=CC(=NN2C3=CC=C(C=C3)S(=O)(=O)N)C(F)(F)F. Cell line: HCT-15. Synergy scores: CSS=34.2, Synergy_ZIP=-1.02, Synergy_Bliss=-0.701, Synergy_Loewe=-24.9, Synergy_HSA=-0.740.